From a dataset of Reaction yield outcomes from USPTO patents with 853,638 reactions. Predict the reaction yield, written as a fraction of the theoretical maximum amount of product (1.0 means a 100% yield; for example, 0.34 means a 34% yield). (1) The reactants are [Si:1]([O:18][CH2:19][C:20]1[CH:21]=[C:22]([CH:25]=[O:26])[S:23][CH:24]=1)([C:14]([CH3:17])([CH3:16])[CH3:15])([C:8]1[CH:13]=[CH:12][CH:11]=[CH:10][CH:9]=1)[C:2]1[CH:7]=[CH:6][CH:5]=[CH:4][CH:3]=1.[BH4-].[Na+]. The catalyst is CO. The product is [Si:1]([O:18][CH2:19][C:20]1[CH:21]=[C:22]([CH2:25][OH:26])[S:23][CH:24]=1)([C:14]([CH3:15])([CH3:16])[CH3:17])([C:8]1[CH:13]=[CH:12][CH:11]=[CH:10][CH:9]=1)[C:2]1[CH:7]=[CH:6][CH:5]=[CH:4][CH:3]=1. The yield is 0.980. (2) The reactants are [CH:1]1([C:4]2[CH:13]=[C:12]3[C:7]([C:8](SC)=[N:9][C:10]([C:14]([F:23])([F:22])[C:15]4[CH:20]=[CH:19][C:18]([F:21])=[CH:17][N:16]=4)=[N:11]3)=[CH:6][CH:5]=2)[CH2:3][CH2:2]1.ClC1C=C(C=CC=1)C(OO)=O.[CH3:37][C:38]1[NH:42][N:41]=[C:40]([NH2:43])[CH:39]=1. The catalyst is C(Cl)Cl.C1COCC1. The product is [CH:1]1([C:4]2[CH:13]=[C:12]3[C:7]([C:8]([NH:43][C:40]4[CH:39]=[C:38]([CH3:37])[NH:42][N:41]=4)=[N:9][C:10]([C:14]([F:23])([F:22])[C:15]4[CH:20]=[CH:19][C:18]([F:21])=[CH:17][N:16]=4)=[N:11]3)=[CH:6][CH:5]=2)[CH2:3][CH2:2]1. The yield is 0.0800. (3) The product is [C:1]([O:5][C:6]([NH:8][CH2:16]/[C:17](/[F:38])=[CH:18]\[CH2:19][O:20][Si:21]([C:34]([CH3:37])([CH3:36])[CH3:35])([C:22]1[CH:23]=[CH:24][CH:25]=[CH:26][CH:27]=1)[C:28]1[CH:33]=[CH:32][CH:31]=[CH:30][CH:29]=1)=[O:7])([CH3:4])([CH3:2])[CH3:3]. The reactants are [C:1]([O:5][C:6]([N:8]([CH2:16]/[C:17](/[F:38])=[CH:18]\[CH2:19][O:20][Si:21]([C:34]([CH3:37])([CH3:36])[CH3:35])([C:28]1[CH:33]=[CH:32][CH:31]=[CH:30][CH:29]=1)[C:22]1[CH:27]=[CH:26][CH:25]=[CH:24][CH:23]=1)C(=O)C(OCC)=O)=[O:7])([CH3:4])([CH3:3])[CH3:2].[Li+].[OH-]. The yield is 1.00. The catalyst is C1COCC1. (4) The catalyst is CC(N(C)C)=O. The reactants are [CH:1]([C:3]1[CH:8]=[CH:7][C:6]([CH:9]2[O:14][CH2:13][CH2:12][N:11]([C:15]([O:17][C:18]([CH3:21])([CH3:20])[CH3:19])=[O:16])[CH2:10]2)=[CH:5][CH:4]=1)=O.[NH2:22][C:23]1[CH:28]=[CH:27][CH:26]=[CH:25][C:24]=1[NH2:29].S(S([O-])=O)([O-])(=O)=O.[Na+].[Na+].O. The yield is 0.850. The product is [NH:22]1[C:23]2[CH:28]=[CH:27][CH:26]=[CH:25][C:24]=2[N:29]=[C:1]1[C:3]1[CH:8]=[CH:7][C:6]([CH:9]2[O:14][CH2:13][CH2:12][N:11]([C:15]([O:17][C:18]([CH3:21])([CH3:20])[CH3:19])=[O:16])[CH2:10]2)=[CH:5][CH:4]=1.